This data is from Reaction yield outcomes from USPTO patents with 853,638 reactions. The task is: Predict the reaction yield, written as a fraction of the theoretical maximum amount of product (1.0 means a 100% yield; for example, 0.34 means a 34% yield). (1) The reactants are [CH3:1][CH:2]1[CH2:7][CH2:6][C:5](=O)[CH2:4][CH2:3]1.[NH:9]1[CH2:13][CH2:12][CH2:11][CH2:10]1. No catalyst specified. The product is [CH3:1][CH:2]1[CH2:7][CH2:6][C:5]([N:9]2[CH2:13][CH2:12][CH2:11][CH2:10]2)=[CH:4][CH2:3]1. The yield is 0.990. (2) The reactants are C1(C)C=CC=CC=1.[F:8][C:9]([F:20])([F:19])[C:10]([C:12]1[CH:17]=[CH:16][C:15]([F:18])=[CH:14][CH:13]=1)=[O:11].[B]1OC2C(=CC=CC=2)O1.Cl. The catalyst is O1CCBN1.C(OCC)(=O)C.ClCCl. The product is [F:20][C:9]([F:8])([F:19])[C@@H:10]([C:12]1[CH:13]=[CH:14][C:15]([F:18])=[CH:16][CH:17]=1)[OH:11]. The yield is 0.870. (3) The reactants are N1CC(C2[CH2:10][CH2:9][N:8]([C:11]([C:13]3[S:14][CH:15]=[CH:16][N:17]=3)=[O:12])[CH2:7][CH2:6]2)C1.[F:18][C:19]1[CH:20]=[C:21]([N:26]2[C:34]3[C:29](=[CH:30][C:31]([C:35]([OH:37])=O)=[CH:32][CH:33]=3)[CH:28]=[CH:27]2)[CH:22]=[CH:23][C:24]=1[F:25].CCN(CC)CC.CN(C(ON1N=[N:60][C:55]2C=C[CH:58]=[N:59][C:54]1=2)=[N+](C)C)C.F[P-](F)(F)(F)(F)F. The catalyst is C(Cl)Cl. The product is [F:18][C:19]1[CH:20]=[C:21]([N:26]2[C:34]3[C:29](=[CH:30][C:31]([C:35]([N:59]4[CH2:54][CH:55]([N:60]5[CH2:6][CH2:7][N:8]([C:11]([C:13]6[S:14][CH:15]=[CH:16][N:17]=6)=[O:12])[CH2:9][CH2:10]5)[CH2:58]4)=[O:37])=[CH:32][CH:33]=3)[CH:28]=[CH:27]2)[CH:22]=[CH:23][C:24]=1[F:25]. The yield is 0.580.